This data is from Full USPTO retrosynthesis dataset with 1.9M reactions from patents (1976-2016). The task is: Predict the reactants needed to synthesize the given product. (1) Given the product [CH3:19][N:3]1[CH2:4][CH2:5][CH2:6][C@@H:7]([NH:8][C:9](=[O:15])[O:10][C:11]([CH3:12])([CH3:14])[CH3:13])[C:2]1=[O:1], predict the reactants needed to synthesize it. The reactants are: [O:1]=[C:2]1[C@H:7]([NH:8][C:9](=[O:15])[O:10][C:11]([CH3:14])([CH3:13])[CH3:12])[CH2:6][CH2:5][CH2:4][NH:3]1.[H-].[Na+].I[CH3:19].O. (2) Given the product [CH2:1]([O:3][C:4](=[O:12])[C:5]1[CH:10]=[CH:9][C:8]([N:11]=[CH:17][C:16]2[CH:19]=[CH:20][C:21]([F:22])=[C:14]([Br:13])[CH:15]=2)=[CH:7][CH:6]=1)[CH3:2], predict the reactants needed to synthesize it. The reactants are: [CH2:1]([O:3][C:4](=[O:12])[C:5]1[CH:10]=[CH:9][C:8]([NH2:11])=[CH:7][CH:6]=1)[CH3:2].[Br:13][C:14]1[CH:15]=[C:16]([CH:19]=[CH:20][C:21]=1[F:22])[CH:17]=O.